This data is from Forward reaction prediction with 1.9M reactions from USPTO patents (1976-2016). The task is: Predict the product of the given reaction. Given the reactants C([O-])(=O)C.[NH4+:5].[CH2:6]([O:13][CH2:14][CH2:15][C:16]1[C:17](=[O:35])[O:18][C:19]2[C:24]([C:25]=1O)=[CH:23][CH:22]=[C:21]([O:27][CH3:28])[C:20]=2[O:29][CH:30]1[CH2:34][CH2:33][CH2:32][CH2:31]1)[C:7]1[CH:12]=[CH:11][CH:10]=[CH:9][CH:8]=1.C(O)(=O)C.C1(C)C=CC=CC=1, predict the reaction product. The product is: [NH2:5][C:25]1[C:24]2[C:19](=[C:20]([O:29][CH:30]3[CH2:34][CH2:33][CH2:32][CH2:31]3)[C:21]([O:27][CH3:28])=[CH:22][CH:23]=2)[O:18][C:17](=[O:35])[C:16]=1[CH2:15][CH2:14][O:13][CH2:6][C:7]1[CH:12]=[CH:11][CH:10]=[CH:9][CH:8]=1.